The task is: Predict the reaction yield, written as a fraction of the theoretical maximum amount of product (1.0 means a 100% yield; for example, 0.34 means a 34% yield).. This data is from Reaction yield outcomes from USPTO patents with 853,638 reactions. (1) The reactants are [C:1]([O:5][C:6]([N:8]1[CH2:13][CH2:12][CH:11]([N:14]([CH2:28][C:29]2[CH:34]=[CH:33][C:32]([C:35](OC)=O)=[CH:31][CH:30]=2)[C:15]([C:17]2[CH:22]=[CH:21][C:20]([CH2:23][CH2:24][CH2:25][CH2:26][CH3:27])=[CH:19][N:18]=2)=[O:16])[CH2:10][CH2:9]1)=[O:7])([CH3:4])([CH3:3])[CH3:2].C(C1C=CC(C(O)=O)=[N:48]C=1)CCCC. No catalyst specified. The product is [C:1]([O:5][C:6]([N:8]1[CH2:9][CH2:10][CH:11]([N:14]([CH2:28][C:29]2[CH:34]=[CH:33][C:32]([C:35]#[N:48])=[CH:31][CH:30]=2)[C:15]([C:17]2[CH:22]=[CH:21][C:20]([CH2:23][CH2:24][CH2:25][CH2:26][CH3:27])=[CH:19][N:18]=2)=[O:16])[CH2:12][CH2:13]1)=[O:7])([CH3:4])([CH3:2])[CH3:3]. The yield is 0.840. (2) The reactants are Cl[C:2]1[C:3]2[CH:10]=[CH:9][N:8]([CH:11]([O:15][CH2:16][CH3:17])[O:12][CH2:13][CH3:14])[C:4]=2[N:5]=[CH:6][N:7]=1.[CH:18]1([C@@H:23]([N:27]2[CH:31]=[C:30](B3OC(C)(C)C(C)(C)O3)[CH:29]=[N:28]2)[CH2:24][C:25]#[N:26])[CH2:22][CH2:21][CH2:20][CH2:19]1.O1CCOCC1.O.C(=O)([O-])[O-].[K+].[K+]. The catalyst is C1C=CC([P]([Pd]([P](C2C=CC=CC=2)(C2C=CC=CC=2)C2C=CC=CC=2)([P](C2C=CC=CC=2)(C2C=CC=CC=2)C2C=CC=CC=2)[P](C2C=CC=CC=2)(C2C=CC=CC=2)C2C=CC=CC=2)(C2C=CC=CC=2)C2C=CC=CC=2)=CC=1. The product is [CH:18]1([C@@H:23]([N:27]2[CH:31]=[C:30]([C:2]3[C:3]4[CH:10]=[CH:9][N:8]([CH:11]([O:15][CH2:16][CH3:17])[O:12][CH2:13][CH3:14])[C:4]=4[N:5]=[CH:6][N:7]=3)[CH:29]=[N:28]2)[CH2:24][C:25]#[N:26])[CH2:22][CH2:21][CH2:20][CH2:19]1. The yield is 0.780.